From a dataset of Catalyst prediction with 721,799 reactions and 888 catalyst types from USPTO. Predict which catalyst facilitates the given reaction. (1) Reactant: [F:1][C:2]([F:7])([F:6])[C:3]([OH:5])=O.[F:8][C:9]([F:15])([F:14])[C:10]([NH:12][NH2:13])=[O:11]. Product: [F:8][C:9]([F:15])([F:14])[C:10]([NH:12][NH:13][C:3](=[O:5])[C:2]([F:7])([F:6])[F:1])=[O:11]. The catalyst class is: 48. (2) Reactant: [O:1]1[C:10]2[C:5](=[CH:6][C:7]([C:11]([O:13]CC)=[O:12])=[CH:8][CH:9]=2)[CH:4]=[CH:3][CH2:2]1.[OH-].[Na+]. Product: [O:1]1[C:10]2[C:5](=[CH:6][C:7]([C:11]([OH:13])=[O:12])=[CH:8][CH:9]=2)[CH:4]=[CH:3][CH2:2]1. The catalyst class is: 5. (3) Reactant: N1C=CC=CC=1[C:7]1[CH:13]=[CH:12][CH:11]=[CH:10][C:8]=1[NH2:9].[N:14]1[CH:19]=[CH:18][CH:17]=[CH:16][CH:15]=1.[N+:20]([C:23]1[CH:28]=[CH:27][CH:26]=[CH:25][C:24]=1[S:29](Cl)(=[O:31])=[O:30])([O-:22])=[O:21].O. Product: [N:14]1[CH:19]=[CH:18][CH:17]=[CH:16][C:15]=1[C:23]1([N+:20]([O-:22])=[O:21])[CH:28]=[CH:27][CH:26]=[CH:25][CH:24]1[S:29]([NH:9][C:8]1[CH:7]=[CH:13][CH:12]=[CH:11][CH:10]=1)(=[O:30])=[O:31]. The catalyst class is: 2.